From a dataset of Peptide-MHC class II binding affinity with 134,281 pairs from IEDB. Regression. Given a peptide amino acid sequence and an MHC pseudo amino acid sequence, predict their binding affinity value. This is MHC class II binding data. (1) The peptide sequence is GLVGAVGGTATAGAF. The MHC is HLA-DQA10501-DQB10301 with pseudo-sequence HLA-DQA10501-DQB10301. The binding affinity (normalized) is 0.750. (2) The peptide sequence is PYLGYCALLPLLTEE. The MHC is HLA-DPA10201-DPB10101 with pseudo-sequence HLA-DPA10201-DPB10101. The binding affinity (normalized) is 0.406. (3) The peptide sequence is LAVLRKVKRVVASLM. The MHC is H-2-IEd with pseudo-sequence H-2-IEd. The binding affinity (normalized) is 0.354. (4) The peptide sequence is EIDSADKSGCIHNHD. The MHC is DRB1_0901 with pseudo-sequence DRB1_0901. The binding affinity (normalized) is 0.132.